Dataset: Forward reaction prediction with 1.9M reactions from USPTO patents (1976-2016). Task: Predict the product of the given reaction. (1) Given the reactants [CH3:5][C:4]1([CH3:9])[CH2:8]C[CH2:5][C:4]([CH3:9])([CH3:8])N1.[Li]CCCC.[B:16](OC(C)C)([O:21]C(C)C)[O:17][CH:18](C)C.[F:29][C:30]1[CH:37]=[CH:36][C:33]([C:34]#[N:35])=[CH:32][CH:31]=1.CC(C)(CO)CO, predict the reaction product. The product is: [CH3:8][C:4]1([CH3:9])[CH2:18][O:17][B:16]([C:31]2[CH:32]=[C:33]([CH:36]=[CH:37][C:30]=2[F:29])[C:34]#[N:35])[O:21][CH2:5]1. (2) Given the reactants [CH:1]12[N:8]([C:9]3C=N[C:16]4[C:11](=[CH:12]C=[CH:14][CH:15]=4)[N:10]=3)[CH2:7][CH:6]1[CH2:5][CH2:4][NH:3][CH2:2]2.C(OC([N:26]1CCC2C(NC2)C1)=O)(C)(C)C.ClC1N=C(C)C=C(C)N=1.ClC1C=NC2C(=CC=CC=2)N=1, predict the reaction product. The product is: [CH3:14][C:15]1[CH:16]=[C:11]([CH3:12])[N:10]=[C:9]([N:8]2[C@@H:1]3[C@@H:6]([CH2:5][CH2:4][NH:3][CH2:2]3)[CH2:7]2)[N:26]=1. (3) Given the reactants [CH3:1][C@H:2]1[CH2:7][CH:6]([CH:8]=O)[CH2:5][CH2:4][O:3]1.C(O)(=O)[CH2:11][C:12]([OH:14])=[O:13].N1CCCCC1, predict the reaction product. The product is: [CH3:1][C@H:2]1[CH2:7][CH:6](/[CH:8]=[CH:11]/[C:12]([OH:14])=[O:13])[CH2:5][CH2:4][O:3]1. (4) Given the reactants [C:1]([C:5]1[N:6]=[C:7]([N:21]2[CH2:25][CH2:24][C@H:23]([OH:26])[CH2:22]2)[C:8]2[C:9](=[N:11][N:12]([CH2:14][C:15]3C(C)=NO[N:16]=3)[N:13]=2)[N:10]=1)([CH3:4])([CH3:3])[CH3:2].C(C1N=C(N2CC[C@H](OC(=O)C(F)(F)F)C2)C2N=NNC=2N=1)(C)(C)C.Cl[CH2:53][C:54]1[O:55]C(C)=N[N:58]=1, predict the reaction product. The product is: [C:1]([C:5]1[N:6]=[C:7]([N:21]2[CH2:25][CH2:24][C@H:23]([OH:26])[CH2:22]2)[C:8]2[C:9](=[N:11][N:12]([CH2:14][C:15]3[O:55][C:54]([CH3:53])=[N:58][N:16]=3)[N:13]=2)[N:10]=1)([CH3:3])([CH3:2])[CH3:4]. (5) Given the reactants C(OC(=O)[C@@H]([C@H](C(OC(=O)C1C=CC=CC=1)=O)O)O)(=O)C1C=CC=CC=1.[C:27]1([CH:33]([OH:40])[CH2:34][N:35]2[CH2:39][CH2:38][CH2:37][CH2:36]2)[CH:32]=[CH:31][CH:30]=[CH:29][CH:28]=1, predict the reaction product. The product is: [C:27]1([C@@H:33]([OH:40])[CH2:34][N:35]2[CH2:39][CH2:38][CH2:37][CH2:36]2)[CH:28]=[CH:29][CH:30]=[CH:31][CH:32]=1.